Dataset: Forward reaction prediction with 1.9M reactions from USPTO patents (1976-2016). Task: Predict the product of the given reaction. (1) Given the reactants [OH:1][C:2]1[CH:7]=[CH:6][C:5]([C:8](=[O:41])[CH2:9][CH2:10][C:11]2[S:15][C:14]([C:16]3[CH:21]=[CH:20][C:19]([C:22]([F:25])([F:24])[F:23])=[CH:18][CH:17]=3)=[N:13][C:12]=2[CH2:26][N:27]2[CH2:32][CH2:31][N:30]([C:33]3[CH:38]=[CH:37][C:36]([O:39][CH3:40])=[CH:35][CH:34]=3)[CH2:29][CH2:28]2)=[CH:4][C:3]=1[CH3:42].Br[C:44]([CH3:51])([CH3:50])[C:45]([O:47][CH2:48][CH3:49])=[O:46].C(=O)([O-])[O-].[K+].[K+], predict the reaction product. The product is: [CH3:40][O:39][C:36]1[CH:35]=[CH:34][C:33]([N:30]2[CH2:29][CH2:28][N:27]([CH2:26][C:12]3[N:13]=[C:14]([C:16]4[CH:17]=[CH:18][C:19]([C:22]([F:25])([F:23])[F:24])=[CH:20][CH:21]=4)[S:15][C:11]=3[CH2:10][CH2:9][C:8]([C:5]3[CH:6]=[CH:7][C:2]([O:1][C:44]([CH3:51])([CH3:50])[C:45]([O:47][CH2:48][CH3:49])=[O:46])=[C:3]([CH3:42])[CH:4]=3)=[O:41])[CH2:32][CH2:31]2)=[CH:38][CH:37]=1. (2) Given the reactants [Cl:1][C:2]1[CH:3]=[CH:4][C:5]([C:28]([F:31])([F:30])[F:29])=[C:6]([CH:27]=1)[CH2:7][N:8]1[CH2:13][CH2:12][NH:11][C:10]2[N:14]=[CH:15][C:16]([C:18]3[CH:26]=[CH:25][C:21]([C:22](O)=[O:23])=[CH:20][CH:19]=3)=[CH:17][C:9]1=2.[C:32]1([C:38]2[S:39][CH:40]=[C:41]([CH2:43][NH2:44])[N:42]=2)[CH:37]=[CH:36][CH:35]=[CH:34][CH:33]=1, predict the reaction product. The product is: [Cl:1][C:2]1[CH:3]=[CH:4][C:5]([C:28]([F:30])([F:29])[F:31])=[C:6]([CH:27]=1)[CH2:7][N:8]1[CH2:13][CH2:12][NH:11][C:10]2[N:14]=[CH:15][C:16]([C:18]3[CH:26]=[CH:25][C:21]([C:22]([NH:44][CH2:43][C:41]4[N:42]=[C:38]([C:32]5[CH:33]=[CH:34][CH:35]=[CH:36][CH:37]=5)[S:39][CH:40]=4)=[O:23])=[CH:20][CH:19]=3)=[CH:17][C:9]1=2.